This data is from NCI-60 drug combinations with 297,098 pairs across 59 cell lines. The task is: Regression. Given two drug SMILES strings and cell line genomic features, predict the synergy score measuring deviation from expected non-interaction effect. (1) Drug 1: C1=CC(=CC=C1CCC2=CNC3=C2C(=O)NC(=N3)N)C(=O)NC(CCC(=O)O)C(=O)O. Drug 2: CN(C)C1=NC(=NC(=N1)N(C)C)N(C)C. Cell line: LOX IMVI. Synergy scores: CSS=53.9, Synergy_ZIP=7.55, Synergy_Bliss=3.43, Synergy_Loewe=-12.4, Synergy_HSA=3.84. (2) Drug 1: C1C(C(OC1N2C=NC3=C(N=C(N=C32)Cl)N)CO)O. Drug 2: C(CCl)NC(=O)N(CCCl)N=O. Cell line: UACC-257. Synergy scores: CSS=18.2, Synergy_ZIP=-3.42, Synergy_Bliss=-2.45, Synergy_Loewe=-2.82, Synergy_HSA=-1.06.